From a dataset of Forward reaction prediction with 1.9M reactions from USPTO patents (1976-2016). Predict the product of the given reaction. (1) The product is: [F:1][C:2]1[C:3]([C:16]2[N:17]([CH:22]([CH3:24])[CH3:23])[C:18]([CH3:21])=[N:19][CH:20]=2)=[N:4][C:5]([NH:8][C@H:9]2[CH2:14][CH2:13][C@H:12]([NH:15][S:25](=[O:27])(=[O:26])[NH2:28])[CH2:11][CH2:10]2)=[N:6][CH:7]=1. Given the reactants [F:1][C:2]1[C:3]([C:16]2[N:17]([CH:22]([CH3:24])[CH3:23])[C:18]([CH3:21])=[N:19][CH:20]=2)=[N:4][C:5]([NH:8][C@H:9]2[CH2:14][CH2:13][C@H:12]([NH2:15])[CH2:11][CH2:10]2)=[N:6][CH:7]=1.[S:25](N)([NH2:28])(=[O:27])=[O:26], predict the reaction product. (2) Given the reactants [CH2:1]([O:8][C:9]1[CH:10]=[C:11]([CH:15]=[C:16]([O:18][CH:19]([CH3:21])[CH3:20])[CH:17]=1)[C:12]([OH:14])=O)[C:2]1[CH:7]=[CH:6][CH:5]=[CH:4][CH:3]=1.C(N(C(C)C)CC)(C)C.N1(O[P+](N(C)C)(N(C)C)N(C)C)C2C=CC=CC=2N=N1.[CH3:51][C:52]1[N:56]([CH2:57][C:58]2[CH:63]=[CH:62][CH:61]=[CH:60][N:59]=2)[N:55]=[C:54]([NH2:64])[CH:53]=1, predict the reaction product. The product is: [CH2:1]([O:8][C:9]1[CH:10]=[C:11]([CH:15]=[C:16]([O:18][CH:19]([CH3:21])[CH3:20])[CH:17]=1)[C:12]([NH:64][C:54]1[CH:53]=[C:52]([CH3:51])[N:56]([CH2:57][C:58]2[CH:63]=[CH:62][CH:61]=[CH:60][N:59]=2)[N:55]=1)=[O:14])[C:2]1[CH:3]=[CH:4][CH:5]=[CH:6][CH:7]=1.